Dataset: Full USPTO retrosynthesis dataset with 1.9M reactions from patents (1976-2016). Task: Predict the reactants needed to synthesize the given product. Given the product [C:11]([O:10][C:9]([N:8]([C:5]1[C:4]([C:23]2[O:27][N:26]=[C:25]([C:28]3[CH:33]=[CH:32][C:31]([CH3:34])=[CH:30][CH:29]=3)[CH:24]=2)=[CH:3][C:2]([B:35]2[O:39][C:38]([CH3:41])([CH3:40])[C:37]([CH3:43])([CH3:42])[O:36]2)=[CH:7][N:6]=1)[C:16](=[O:17])[O:18][C:19]([CH3:22])([CH3:21])[CH3:20])=[O:15])([CH3:14])([CH3:13])[CH3:12], predict the reactants needed to synthesize it. The reactants are: Br[C:2]1[CH:3]=[C:4]([C:23]2[O:27][N:26]=[C:25]([C:28]3[CH:33]=[CH:32][C:31]([CH3:34])=[CH:30][CH:29]=3)[CH:24]=2)[C:5]([N:8]([C:16]([O:18][C:19]([CH3:22])([CH3:21])[CH3:20])=[O:17])[C:9](=[O:15])[O:10][C:11]([CH3:14])([CH3:13])[CH3:12])=[N:6][CH:7]=1.[B:35]1([B:35]2[O:39][C:38]([CH3:41])([CH3:40])[C:37]([CH3:43])([CH3:42])[O:36]2)[O:39][C:38]([CH3:41])([CH3:40])[C:37]([CH3:43])([CH3:42])[O:36]1.CC([O-])=O.[K+].C(Cl)Cl.